Task: Predict the reactants needed to synthesize the given product.. Dataset: Full USPTO retrosynthesis dataset with 1.9M reactions from patents (1976-2016) (1) Given the product [CH3:26][O:22][C:21](=[O:23])[C@@H:9]([NH:8][C:1]([O:3][C:4]([CH3:5])([CH3:7])[CH3:6])=[O:2])[CH2:10][C:11]1[C:19]2[C:14](=[CH:15][CH:16]=[C:17]([OH:20])[CH:18]=2)[NH:13][CH:12]=1, predict the reactants needed to synthesize it. The reactants are: [C:1]([NH:8][C@H:9]([C:21]([OH:23])=[O:22])[CH2:10][C:11]1[C:19]2[C:14](=[CH:15][CH:16]=[C:17]([OH:20])[CH:18]=2)[NH:13][CH:12]=1)([O:3][C:4]([CH3:7])([CH3:6])[CH3:5])=[O:2].IC.[CH3:26]COC(C)=O. (2) The reactants are: [CH3:1][O:2][C:3]1[CH:8]=[CH:7][C:6]([C:9]2[CH:10]=[C:11]3[C:15](=[CH:16][CH:17]=2)[NH:14][C:13]2[N:18]=[CH:19][C:20]([C:22]4[CH:23]=[C:24]([NH2:28])[CH:25]=[CH:26][CH:27]=4)=[CH:21][C:12]3=2)=[CH:5][CH:4]=1.[C:29]1([S:35](Cl)(=[O:37])=[O:36])[CH:34]=[CH:33][CH:32]=[CH:31][CH:30]=1. Given the product [CH3:1][O:2][C:3]1[CH:4]=[CH:5][C:6]([C:9]2[CH:10]=[C:11]3[C:15](=[CH:16][CH:17]=2)[NH:14][C:13]2[N:18]=[CH:19][C:20]([C:22]4[CH:23]=[C:24]([NH:28][S:35]([C:29]5[CH:34]=[CH:33][CH:32]=[CH:31][CH:30]=5)(=[O:37])=[O:36])[CH:25]=[CH:26][CH:27]=4)=[CH:21][C:12]3=2)=[CH:7][CH:8]=1, predict the reactants needed to synthesize it.